From a dataset of Full USPTO retrosynthesis dataset with 1.9M reactions from patents (1976-2016). Predict the reactants needed to synthesize the given product. (1) Given the product [CH2:1]([O:8][C:9]1[C:10]([O:19][CH3:20])=[CH:11][C:12]([C:13]([O:15][CH3:16])=[O:14])=[C:17]([N+:21]([O-:23])=[O:22])[CH:18]=1)[C:2]1[CH:3]=[CH:4][CH:5]=[CH:6][CH:7]=1, predict the reactants needed to synthesize it. The reactants are: [CH2:1]([O:8][C:9]1[CH:18]=[CH:17][C:12]([C:13]([O:15][CH3:16])=[O:14])=[CH:11][C:10]=1[O:19][CH3:20])[C:2]1[CH:7]=[CH:6][CH:5]=[CH:4][CH:3]=1.[N+:21]([O-])([OH:23])=[O:22]. (2) Given the product [C:9]([NH:1][C@@H:2]([C:6]([N:28]1[CH2:29][CH2:30][CH:25]([CH:22]2[CH2:21][CH2:20][N:19]([CH3:18])[CH2:24][CH2:23]2)[CH2:26][CH2:27]1)=[O:8])[CH:3]([CH3:4])[CH3:5])([O:11][C:12]([CH3:15])([CH3:14])[CH3:13])=[O:10], predict the reactants needed to synthesize it. The reactants are: [NH:1]([C:9]([O:11][C:12]([CH3:15])([CH3:14])[CH3:13])=[O:10])[C@@H:2]([C:6]([OH:8])=O)[CH:3]([CH3:5])[CH3:4].Br.Br.[CH3:18][N:19]1[CH2:24][CH2:23][CH:22]([CH:25]2[CH2:30][CH2:29][NH:28][CH2:27][CH2:26]2)[CH2:21][CH2:20]1.C(N(CC)CC)C.C1C=CC2N(O)N=NC=2C=1.C1CCC(N=C=NC2CCCCC2)CC1.[Li+].[Cl-]. (3) The reactants are: CO[C:3](=[O:12])[C:4]1[CH:9]=[CH:8][C:7]([OH:10])=[CH:6][C:5]=1[F:11].Cl[CH2:14][C:15]1[S:16][CH:17]=[CH:18][CH:19]=1.[CH3:20][C@@H:21]1[CH2:25][CH2:24][CH2:23][N:22]1[CH2:26][C@@H:27]1[CH2:31][CH2:30][CH2:29][NH:28]1. Given the product [F:11][C:5]1[CH:6]=[C:7]([O:10][CH2:14][C:15]2[S:16][CH:17]=[CH:18][CH:19]=2)[CH:8]=[CH:9][C:4]=1[C:3]([N:28]1[CH2:29][CH2:30][CH2:31][C@H:27]1[CH2:26][N:22]1[CH2:23][CH2:24][CH2:25][C@H:21]1[CH3:20])=[O:12], predict the reactants needed to synthesize it.